The task is: Predict the reactants needed to synthesize the given product.. This data is from Full USPTO retrosynthesis dataset with 1.9M reactions from patents (1976-2016). (1) Given the product [ClH:30].[NH:20]1[CH2:21][CH2:22][CH:17]([CH2:16][CH2:15][N:3]2[C:4](=[O:14])[C:5]3[CH:6]=[C:7]4[O:13][CH2:12][O:11][C:8]4=[CH:9][C:10]=3[C:2]2=[O:1])[CH2:18][CH2:19]1, predict the reactants needed to synthesize it. The reactants are: [O:1]=[C:2]1[C:10]2[CH:9]=[C:8]3[O:11][CH2:12][O:13][C:7]3=[CH:6][C:5]=2[C:4](=[O:14])[N:3]1[CH2:15][CH2:16][CH:17]1[CH2:22][CH2:21][N:20](C(OC(C)(C)C)=O)[CH2:19][CH2:18]1.[ClH:30]. (2) Given the product [OH:29][C:30]1[C:31]([CH3:39])=[C:32]([CH:36]=[CH:37][CH:38]=1)[C:33]([NH:25][C:22]1[CH:23]=[N:24][C:19]([NH:18][C:15]2[CH:14]=[CH:13][C:12]([S:9]([CH2:8][CH2:7][CH2:6][N:1]3[CH2:2][CH2:3][CH2:4][CH2:5]3)(=[O:10])=[O:11])=[CH:17][CH:16]=2)=[N:20][CH:21]=1)=[O:34], predict the reactants needed to synthesize it. The reactants are: [N:1]1([CH2:6][CH2:7][CH2:8][S:9]([C:12]2[CH:17]=[CH:16][C:15]([NH:18][C:19]3[N:24]=[CH:23][C:22]([NH2:25])=[CH:21][N:20]=3)=[CH:14][CH:13]=2)(=[O:11])=[O:10])[CH2:5][CH2:4][CH2:3][CH2:2]1.C([O:29][C:30]1[C:31]([CH3:39])=[C:32]([CH:36]=[CH:37][CH:38]=1)[C:33](Cl)=[O:34])(=O)C.C[O-].[Na+]. (3) Given the product [Cl:23][C:20]1[CH:21]=[CH:22][C:17]([N:16]2[C:24]([N:25]([CH3:29])[CH3:26])=[N:1][C:2]3[C:3]2=[N:4][C:5]([C:14]#[N:15])=[N:6][C:7]=3[N:8]2[CH2:13][CH2:12][O:11][CH2:10][CH2:9]2)=[CH:18][CH:19]=1, predict the reactants needed to synthesize it. The reactants are: [NH2:1][C:2]1[C:3]([NH:16][C:17]2[CH:22]=[CH:21][C:20]([Cl:23])=[CH:19][CH:18]=2)=[N:4][C:5]([C:14]#[N:15])=[N:6][C:7]=1[N:8]1[CH2:13][CH2:12][O:11][CH2:10][CH2:9]1.[CH3:24][N:25]([CH3:29])[C:26](Cl)=S. (4) The reactants are: [F:1][C:2]1[CH:7]=[CH:6][C:5]([F:8])=[CH:4][C:3]=1[CH:9]1[CH2:13][CH2:12][CH2:11][N:10]1[C:14]1[CH:19]=[CH:18][N:17]2[N:20]=[CH:21][C:22]([C:23]([NH2:25])=[O:24])=[C:16]2[N:15]=1.CO[C:28](OC)([N:30]([CH3:32])[CH3:31])[CH3:29]. Given the product [F:1][C:2]1[CH:7]=[CH:6][C:5]([F:8])=[CH:4][C:3]=1[CH:9]1[CH2:13][CH2:12][CH2:11][N:10]1[C:14]1[CH:19]=[CH:18][N:17]2[N:20]=[CH:21][C:22]([C:23](/[N:25]=[C:28](\[N:30]([CH3:32])[CH3:31])/[CH3:29])=[O:24])=[C:16]2[N:15]=1, predict the reactants needed to synthesize it. (5) Given the product [Cl:13][C:10]1[CH:11]=[CH:12][C:7]([C:5]2[S:6][C:2]([CH3:16])=[C:3]([CH2:14][OH:15])[N:4]=2)=[CH:8][CH:9]=1, predict the reactants needed to synthesize it. The reactants are: Br[C:2]1[S:6][C:5]([C:7]2[CH:12]=[CH:11][C:10]([Cl:13])=[CH:9][CH:8]=2)=[N:4][C:3]=1[CH2:14][OH:15].[CH3:16]B(O)O.C([O-])([O-])=O.[K+].[K+]. (6) Given the product [CH2:29]([N:2]1[CH2:3][CH2:4][CH2:5][C:6]2[CH:11]=[C:10]([O:12][C:13]3[CH:21]=[CH:20][C:16]([C:17]([NH2:19])=[O:18])=[CH:15][N:14]=3)[CH:9]=[CH:8][C:7]=2[CH2:1]1)[CH2:30][CH2:31][CH2:32][CH2:33][CH2:34][CH3:35], predict the reactants needed to synthesize it. The reactants are: [CH2:1]1[C:7]2[CH:8]=[CH:9][C:10]([O:12][C:13]3[CH:21]=[CH:20][C:16]([C:17]([NH2:19])=[O:18])=[CH:15][N:14]=3)=[CH:11][C:6]=2[CH2:5][CH2:4][CH2:3][NH:2]1.C([O-])([O-])=O.[K+].[K+].Br[CH2:29][CH2:30][CH2:31][CH2:32][CH2:33][CH2:34][CH3:35].C(OCC)(=O)C. (7) The reactants are: [H-].[Na+].[Br:3][C:4]1[CH:5]=[C:6]([CH:33]=[C:34]([Br:36])[CH:35]=1)[CH2:7][O:8][C@H:9]1[C@H:18]([N:19]2[CH2:24][CH2:23][CH:22]([NH:25][C:26](=[O:32])[O:27][C:28]([CH3:31])([CH3:30])[CH3:29])[CH2:21][CH2:20]2)[C:17]2[C:12](=[CH:13][CH:14]=[CH:15][CH:16]=2)[O:11][CH2:10]1.[CH3:37]I. Given the product [Br:3][C:4]1[CH:5]=[C:6]([CH:33]=[C:34]([Br:36])[CH:35]=1)[CH2:7][O:8][C@H:9]1[C@H:18]([N:19]2[CH2:20][CH2:21][CH:22]([N:25]([CH3:37])[C:26](=[O:32])[O:27][C:28]([CH3:29])([CH3:30])[CH3:31])[CH2:23][CH2:24]2)[C:17]2[C:12](=[CH:13][CH:14]=[CH:15][CH:16]=2)[O:11][CH2:10]1, predict the reactants needed to synthesize it. (8) Given the product [CH3:11][S:10][C:7]([N:12]1[CH2:17][CH2:16][O:15][CH2:14][CH2:13]1)=[CH:3][C:1]#[N:2], predict the reactants needed to synthesize it. The reactants are: [C:1]([C:3](=[C:7]([S:10][CH3:11])SC)C(O)=O)#[N:2].[NH:12]1[CH2:17][CH2:16][O:15][CH2:14][CH2:13]1.C(N(CC)CC)C. (9) Given the product [ClH:31].[CH:21]1([N:19]([CH3:20])[C:17]2[CH:16]=[N:15][C:13]3[CH2:14][NH:8][CH2:9][CH2:10][O:11][C:12]=3[N:18]=2)[CH2:22][CH2:23][CH2:24]1, predict the reactants needed to synthesize it. The reactants are: C([N:8]1[CH2:14][C:13]2[N:15]=[CH:16][C:17]([N:19]([CH:21]3[CH2:24][CH2:23][CH2:22]3)[CH3:20])=[N:18][C:12]=2[O:11][CH2:10][CH2:9]1)C1C=CC=CC=1.C(OCC)(=O)C.[ClH:31]. (10) The reactants are: [S:1]1[C:5]2[CH2:6][CH2:7][CH2:8][CH2:9][C:4]=2[N:3]=[C:2]1[NH2:10].[CH3:11][O:12][CH2:13][CH2:14][Br:15]. Given the product [BrH:15].[CH3:11][O:12][CH2:13][CH2:14][N:3]1[C:4]2[CH2:9][CH2:8][CH2:7][CH2:6][C:5]=2[S:1][C:2]1=[NH:10], predict the reactants needed to synthesize it.